From a dataset of Full USPTO retrosynthesis dataset with 1.9M reactions from patents (1976-2016). Predict the reactants needed to synthesize the given product. Given the product [Cl:31][C:22]1[CH:21]=[C:20]([C:17]2[N:16]=[C:15]([C:11]3[CH:12]=[C:13]([CH3:14])[N:9]([CH2:8][C:5]4[CH:6]=[CH:7][C:2]([NH:33][CH3:32])=[N:3][CH:4]=4)[N:10]=3)[O:19][N:18]=2)[CH:25]=[CH:24][C:23]=1[O:26][C:27]([F:28])([F:30])[F:29], predict the reactants needed to synthesize it. The reactants are: Cl[C:2]1[CH:7]=[CH:6][C:5]([CH2:8][N:9]2[C:13]([CH3:14])=[CH:12][C:11]([C:15]3[O:19][N:18]=[C:17]([C:20]4[CH:25]=[CH:24][C:23]([O:26][C:27]([F:30])([F:29])[F:28])=[C:22]([Cl:31])[CH:21]=4)[N:16]=3)=[N:10]2)=[CH:4][N:3]=1.[CH3:32][NH2:33].O.